Dataset: Reaction yield outcomes from USPTO patents with 853,638 reactions. Task: Predict the reaction yield, written as a fraction of the theoretical maximum amount of product (1.0 means a 100% yield; for example, 0.34 means a 34% yield). The reactants are [Br:1][C:2]1[CH:7]=[CH:6][C:5]([N+:8]([O-:10])=[O:9])=[C:4](F)[CH:3]=1.[NH2:12][CH:13]1[CH2:16][N:15]([C:17]([O:19][C:20]([CH3:23])([CH3:22])[CH3:21])=[O:18])[CH2:14]1.CCN(C(C)C)C(C)C. The catalyst is CS(C)=O.O.C(Cl)Cl. The product is [Br:1][C:2]1[CH:7]=[CH:6][C:5]([N+:8]([O-:10])=[O:9])=[C:4]([NH:12][CH:13]2[CH2:14][N:15]([C:17]([O:19][C:20]([CH3:23])([CH3:22])[CH3:21])=[O:18])[CH2:16]2)[CH:3]=1. The yield is 0.800.